Dataset: Forward reaction prediction with 1.9M reactions from USPTO patents (1976-2016). Task: Predict the product of the given reaction. (1) Given the reactants Cl[C:2]1[CH:3]=[CH:4][C:5]2[N:11]3[CH2:12][C@H:8]([CH2:9][CH2:10]3)[NH:7][C:6]=2[N:13]=1.[CH3:14][C@@H:15]1[O:20][C@H:19]([CH3:21])[CH2:18][NH:17][CH2:16]1.CC([O-])(C)C.[K+], predict the reaction product. The product is: [CH3:21][C@@H:19]1[O:20][C@H:15]([CH3:14])[CH2:16][N:17]([C:2]2[CH:3]=[CH:4][C:5]3[N:11]4[CH2:12][C@H:8]([CH2:9][CH2:10]4)[NH:7][C:6]=3[N:13]=2)[CH2:18]1. (2) Given the reactants [C:1]([O:6][CH2:7][CH3:8])(=[O:5])/[CH:2]=[CH:3]/[CH3:4].[CH2:9]([S-:11])[CH3:10].[Na+], predict the reaction product. The product is: [CH2:9]([S:11][CH:3]([CH3:4])[CH2:2][C:1]([O:6][CH2:7][CH3:8])=[O:5])[CH3:10].